Dataset: Reaction yield outcomes from USPTO patents with 853,638 reactions. Task: Predict the reaction yield, written as a fraction of the theoretical maximum amount of product (1.0 means a 100% yield; for example, 0.34 means a 34% yield). (1) The reactants are [H-].[Na+].[Cl:3][C:4]1[CH:12]=[CH:11][C:10]2[NH:9][C:8]3[CH2:13][CH2:14][N:15]([CH3:17])[CH2:16][C:7]=3[C:6]=2[CH:5]=1.Br[CH2:19][CH2:20][CH2:21][C:22]1[CH:23]=[CH:24][C:25]([C:28]([F:31])([F:30])[F:29])=[N:26][CH:27]=1.O. The catalyst is CN(C=O)C. The product is [Cl:3][C:4]1[CH:12]=[CH:11][C:10]2[N:9]([CH2:19][CH2:20][CH2:21][C:22]3[CH:27]=[N:26][C:25]([C:28]([F:31])([F:29])[F:30])=[CH:24][CH:23]=3)[C:8]3[CH2:13][CH2:14][N:15]([CH3:17])[CH2:16][C:7]=3[C:6]=2[CH:5]=1. The yield is 0.320. (2) The reactants are C[O:2][C:3](=[O:32])[CH2:4][O:5][C:6]1[CH:15]=[CH:14][C:13]2[C:8](=[CH:9][CH:10]=[C:11]([NH:16][C:17]([C:19]3[C:23]4[CH:24]=[CH:25][CH:26]=[CH:27][C:22]=4[O:21][C:20]=3[CH2:28][CH2:29][CH2:30][CH3:31])=[O:18])[CH:12]=2)[CH:7]=1.[OH-].[Na+:34]. The catalyst is C1COCC1.O. The product is [Na+:34].[CH2:28]([C:20]1[O:21][C:22]2[CH:27]=[CH:26][CH:25]=[CH:24][C:23]=2[C:19]=1[C:17]([NH:16][C:11]1[CH:12]=[C:13]2[C:8](=[CH:9][CH:10]=1)[CH:7]=[C:6]([O:5][CH2:4][C:3]([O-:32])=[O:2])[CH:15]=[CH:14]2)=[O:18])[CH2:29][CH2:30][CH3:31]. The yield is 0.870. (3) The reactants are [Cl:1][C:2]1[N:7]=[C:6]([CH2:8][C:9]([C:11]2[CH:16]=[CH:15][CH:14]=[C:13]([O:17][CH3:18])[CH:12]=2)=O)[CH:5]=[CH:4][N:3]=1.C(Cl)Cl.C1C(=O)N(Br)C(=O)C1.[CH2:30]([NH:32][C:33]([NH2:35])=[S:34])[CH3:31]. The catalyst is CN(C=O)C. The product is [Cl:1][C:2]1[N:7]=[C:6]([C:8]2[S:34][C:33]([NH:32][CH2:30][CH3:31])=[N:35][C:9]=2[C:11]2[CH:16]=[CH:15][CH:14]=[C:13]([O:17][CH3:18])[CH:12]=2)[CH:5]=[CH:4][N:3]=1. The yield is 0.770. (4) The reactants are [CH3:1][C:2]1[C:6]([C:7]([NH2:9])=[O:8])=[C:5]([NH:10][C:11](=O)[CH2:12][CH:13]([CH3:15])[CH3:14])[S:4][N:3]=1. The catalyst is N. The product is [CH2:12]([C:11]1[NH:9][C:7](=[O:8])[C:6]2[C:2]([CH3:1])=[N:3][S:4][C:5]=2[N:10]=1)[CH:13]([CH3:15])[CH3:14]. The yield is 0.380. (5) The reactants are [Cl:1][C:2]1[CH:32]=[CH:31][C:5]2[N:6](C(NCC3CCN(CC4(O)CCOCC4)CC3)=O)[C:7](=[O:12])[N:8]([CH:9]([CH3:11])[CH3:10])[C:4]=2[CH:3]=1.[Cl-].[NH4+].C1COCC1. The catalyst is C(O)C.O.[Fe]. The product is [Cl:1][C:2]1[CH:32]=[CH:31][C:5]2[NH:6][C:7](=[O:12])[N:8]([CH:9]([CH3:10])[CH3:11])[C:4]=2[CH:3]=1. The yield is 0.400. (6) The reactants are [Cl:1][C:2]1[CH:7]=[C:6]([C:8](=O)[CH2:9][C:10]2[CH:17]=[N:16][CH:15]=[CH:14][C:11]=2[C:12]#[N:13])[CH:5]=[CH:4][N:3]=1.COC1C=C(C(=O)CC2C=NC=CC=2C#N)C=CN=1.[CH3:38][C:39]([NH2:43])([CH3:42])[CH2:40][NH2:41]. The catalyst is CCOC(C)=O.C(O)(=O)C. The product is [Cl:1][C:2]1[CH:7]=[C:6]([C:8]2[N:13]=[C:12]([NH:41][CH2:40][C:39]([CH3:42])([NH2:43])[CH3:38])[C:11]3[C:10]([CH:9]=2)=[CH:17][N:16]=[CH:15][CH:14]=3)[CH:5]=[CH:4][N:3]=1. The yield is 0.130. (7) The reactants are [CH2:1]([O:3][C@@H:4]1[CH2:8][N:7]([C:9](=[O:19])[C@@H:10]([NH:14][C:15](=[O:18])[O:16][CH3:17])[CH:11]([CH3:13])[CH3:12])[C@H:6]([C:20]2[NH:24][C:23]3[C:25]4[C:30]([CH:31]=[CH:32][C:22]=3[N:21]=2)=[CH:29][C:28]2[C:33]3[C:38]([CH2:39][O:40][C:27]=2[CH:26]=4)=[CH:37][C:36](B2OC(C)(C)C(C)(C)O2)=[CH:35][CH:34]=3)[CH2:5]1)[CH3:2].Br[C:51]1[NH:55][C:54]([C@@H:56]2[CH2:60][CH2:59][CH2:58][N:57]2[C:61]([O:63][C:64]([CH3:67])([CH3:66])[CH3:65])=[O:62])=[N:53][CH:52]=1.C(=O)([O-])[O-].[K+].[K+]. The product is [CH2:1]([O:3][C@@H:4]1[CH2:8][N:7]([C:9](=[O:19])[C@H:10]([CH:11]([CH3:13])[CH3:12])[NH:14][C:15]([O:16][CH3:17])=[O:18])[C@H:6]([C:20]2[NH:24][C:23]3[C:25]4[C:30]([CH:31]=[CH:32][C:22]=3[N:21]=2)=[CH:29][C:28]2[C:33]3[C:38]([CH2:39][O:40][C:27]=2[CH:26]=4)=[CH:37][C:36]([C:51]2[NH:55][C:54]([C@@H:56]4[CH2:60][CH2:59][CH2:58][N:57]4[C:61]([O:63][C:64]([CH3:67])([CH3:66])[CH3:65])=[O:62])=[N:53][CH:52]=2)=[CH:35][CH:34]=3)[CH2:5]1)[CH3:2]. The yield is 0.330. The catalyst is COCCOC.CN(C=O)C.C1C=CC([P]([Pd]([P](C2C=CC=CC=2)(C2C=CC=CC=2)C2C=CC=CC=2)([P](C2C=CC=CC=2)(C2C=CC=CC=2)C2C=CC=CC=2)[P](C2C=CC=CC=2)(C2C=CC=CC=2)C2C=CC=CC=2)(C2C=CC=CC=2)C2C=CC=CC=2)=CC=1.C1C=CC(P(C2C=CC=CC=2)[C-]2C=CC=C2)=CC=1.C1C=CC(P(C2C=CC=CC=2)[C-]2C=CC=C2)=CC=1.Cl[Pd]Cl.[Fe+2]. (8) The reactants are [NH2:1][C:2]1[N:7]=[CH:6][N:5]=[C:4]2[N:8]([CH:24]3[CH2:29][CH2:28][CH2:27][N:26]([C:30](=[O:34])[CH2:31][C:32]#[N:33])[CH2:25]3)[N:9]=[C:10]([C:11]3[CH:16]=[CH:15][C:14]([O:17][C:18]4[CH:23]=[CH:22][CH:21]=[CH:20][CH:19]=4)=[CH:13][CH:12]=3)[C:3]=12.[Cl:35][C:36]1[CH:43]=[CH:42][CH:41]=[CH:40][C:37]=1[CH:38]=O.C1CCN2C(=NCCC2)CC1. The catalyst is CN(C=O)C. The product is [NH2:1][C:2]1[N:7]=[CH:6][N:5]=[C:4]2[N:8]([CH:24]3[CH2:29][CH2:28][CH2:27][N:26]([C:30]([C:31](=[CH:38][C:37]4[CH:40]=[CH:41][CH:42]=[CH:43][C:36]=4[Cl:35])[C:32]#[N:33])=[O:34])[CH2:25]3)[N:9]=[C:10]([C:11]3[CH:12]=[CH:13][C:14]([O:17][C:18]4[CH:19]=[CH:20][CH:21]=[CH:22][CH:23]=4)=[CH:15][CH:16]=3)[C:3]=12. The yield is 0.380.